This data is from Forward reaction prediction with 1.9M reactions from USPTO patents (1976-2016). The task is: Predict the product of the given reaction. Given the reactants [C:1]([O:5][C:6](=[O:14])[C:7]([CH3:13])([CH3:12])[CH2:8][C:9]([OH:11])=[O:10])([CH3:4])([CH3:3])[CH3:2].CCN=C=NCCCN(C)C.Cl.[Cl:27][C:28]1[CH:29]=[C:30]([C@@H:34]([NH:36][C:37](=[O:70])/[CH:38]=[CH:39]/[C@:40]23[CH2:66][CH2:65][C:64]([CH:67]([CH3:69])[CH3:68])=[C:41]2[C@@H:42]2[C@@:55]([CH3:58])([CH2:56][CH2:57]3)[C@@:54]3([CH3:59])[C@@H:45]([C@:46]4([CH3:63])[C@@H:51]([CH2:52][CH2:53]3)[C:50]([CH3:61])([CH3:60])[C@@H:49](O)[CH2:48][CH2:47]4)[CH2:44][CH2:43]2)[CH3:35])[CH:31]=[CH:32][CH:33]=1.O, predict the reaction product. The product is: [CH3:12][C:7]([CH3:13])([CH2:8][C:9]([O:11][C@H:49]1[CH2:48][CH2:47][C@@:46]2([CH3:63])[C@@H:51]([CH2:52][CH2:53][C@:54]3([CH3:59])[C@@H:45]2[CH2:44][CH2:43][C@H:42]2[C@@:55]3([CH3:58])[CH2:56][CH2:57][C@@:40]3(/[CH:39]=[CH:38]/[C:37]([NH:36][C@H:34]([C:30]4[CH:31]=[CH:32][CH:33]=[C:28]([Cl:27])[CH:29]=4)[CH3:35])=[O:70])[CH2:66][CH2:65][C:64]([CH:67]([CH3:69])[CH3:68])=[C:41]32)[C:50]1([CH3:60])[CH3:61])=[O:10])[C:6]([O:5][C:1]([CH3:4])([CH3:2])[CH3:3])=[O:14].